This data is from Serine/threonine kinase 33 screen with 319,792 compounds. The task is: Binary Classification. Given a drug SMILES string, predict its activity (active/inactive) in a high-throughput screening assay against a specified biological target. (1) The compound is S(=O)(=O)(N1CC(OC(C1)C)C)c1cc(ccc1)C(=O)NCCc1ccc(S(=O)(=O)N)cc1. The result is 0 (inactive). (2) The drug is Oc1c2c(ccc1C(=O)c1cn(nc1)c1ccccc1)cccc2. The result is 0 (inactive). (3) The drug is o1c(CN2CCc3c(C2)cccc3)cc(=O)c(OCC(=O)Nc2cc(cc(c2)C)C)c1. The result is 0 (inactive). (4) The molecule is S1C(=C(OCC1)C)C(=O)Nc1ccc(C(=O)NCc2c(OCC)cccc2)cc1. The result is 0 (inactive). (5) The compound is BrC1=C/C(=C/NNC(=O)CNC(=O)c2ccccc2)C(=O)C=C1. The result is 0 (inactive). (6) The molecule is S(Oc1c(OCC)cc(cc1)C=O)(=O)(=O)c1ccc(NC(=O)C)cc1. The result is 0 (inactive). (7) The compound is S(c1ncccc1c1[nH]c2c(n1)cccc2)C. The result is 0 (inactive).